This data is from Peptide-MHC class I binding affinity with 185,985 pairs from IEDB/IMGT. The task is: Regression. Given a peptide amino acid sequence and an MHC pseudo amino acid sequence, predict their binding affinity value. This is MHC class I binding data. The peptide sequence is WFLKSGAVVK. The MHC is HLA-A11:01 with pseudo-sequence HLA-A11:01. The binding affinity (normalized) is 0.560.